Dataset: Forward reaction prediction with 1.9M reactions from USPTO patents (1976-2016). Task: Predict the product of the given reaction. Given the reactants [CH2:1]([O:8][CH2:9][C:10](=[O:17])[CH2:11][C:12]([O:14][CH2:15][CH3:16])=[O:13])[C:2]1[CH:7]=[CH:6][CH:5]=[CH:4][CH:3]=1.Br[CH2:19][C:20]([C:22]1[CH:27]=[CH:26][C:25]([O:28][CH3:29])=[C:24]([O:30][CH:31]2[CH2:35][CH2:34][CH2:33][CH2:32]2)[CH:23]=1)=[O:21].BrCC(C1C=CC(OC(F)F)=C(OCC2CC2)C=1)=O, predict the reaction product. The product is: [CH2:1]([O:8][CH2:9][C:10](=[O:17])[CH:11]([CH2:19][C:20]([C:22]1[CH:27]=[CH:26][C:25]([O:28][CH3:29])=[C:24]([O:30][CH:31]2[CH2:35][CH2:34][CH2:33][CH2:32]2)[CH:23]=1)=[O:21])[C:12]([O:14][CH2:15][CH3:16])=[O:13])[C:2]1[CH:7]=[CH:6][CH:5]=[CH:4][CH:3]=1.